Task: Predict the reactants needed to synthesize the given product.. Dataset: Full USPTO retrosynthesis dataset with 1.9M reactions from patents (1976-2016) Given the product [F:2][C:3]([F:10])([F:9])[CH2:4][CH2:5][C:6]1[N:8]=[C:17]([NH2:18])[S:16][N:7]=1, predict the reactants needed to synthesize it. The reactants are: Cl.[F:2][C:3]([F:10])([F:9])[CH2:4][CH2:5][C:6]([NH2:8])=[NH:7].BrBr.C[O-].[Na+].[S-:16][C:17]#[N:18].[K+].